Dataset: Peptide-MHC class I binding affinity with 185,985 pairs from IEDB/IMGT. Task: Regression. Given a peptide amino acid sequence and an MHC pseudo amino acid sequence, predict their binding affinity value. This is MHC class I binding data. (1) The peptide sequence is KVSWRWMVY. The MHC is HLA-A26:01 with pseudo-sequence HLA-A26:01. The binding affinity (normalized) is 0.0847. (2) The peptide sequence is FSLGQGVKF. The MHC is HLA-B58:01 with pseudo-sequence HLA-B58:01. The binding affinity (normalized) is 0.462. (3) The peptide sequence is MQLPGGWLL. The MHC is HLA-A69:01 with pseudo-sequence HLA-A69:01. The binding affinity (normalized) is 0.532.